This data is from Peptide-MHC class I binding affinity with 185,985 pairs from IEDB/IMGT. The task is: Regression. Given a peptide amino acid sequence and an MHC pseudo amino acid sequence, predict their binding affinity value. This is MHC class I binding data. (1) The peptide sequence is ELKRQLADL. The MHC is HLA-B51:01 with pseudo-sequence HLA-B51:01. The binding affinity (normalized) is 0.0847. (2) The peptide sequence is KVYGRYSAV. The MHC is HLA-A02:01 with pseudo-sequence HLA-A02:01. The binding affinity (normalized) is 0.606. (3) The peptide sequence is AYDDAEQMY. The MHC is HLA-B58:01 with pseudo-sequence HLA-B58:01. The binding affinity (normalized) is 0.0847. (4) The MHC is HLA-A31:01 with pseudo-sequence HLA-A31:01. The peptide sequence is MGFGHRIYK. The binding affinity (normalized) is 0.936.